This data is from Reaction yield outcomes from USPTO patents with 853,638 reactions. The task is: Predict the reaction yield, written as a fraction of the theoretical maximum amount of product (1.0 means a 100% yield; for example, 0.34 means a 34% yield). (1) The reactants are P(Br)(Br)[Br:2].[CH2:5]([O:17][C:18]1[CH:25]=[CH:24][C:21]([CH2:22]O)=[CH:20][CH:19]=1)[CH2:6][CH2:7][CH2:8][CH2:9][CH2:10][CH2:11][CH2:12][CH2:13][CH2:14][CH2:15][CH3:16].O. The catalyst is C(Cl)Cl. The product is [CH2:5]([O:17][C:18]1[CH:25]=[CH:24][C:21]([CH2:22][Br:2])=[CH:20][CH:19]=1)[CH2:6][CH2:7][CH2:8][CH2:9][CH2:10][CH2:11][CH2:12][CH2:13][CH2:14][CH2:15][CH3:16]. The yield is 0.900. (2) The reactants are [CH2:1]1[CH2:6][CH2:5][C:4]([CH2:11][NH2:12])([CH2:7][C:8]([OH:10])=[O:9])[CH2:3][CH2:2]1.[CH2:13](O)[CH:14]=[CH2:15].S(Cl)([Cl:19])=O. The catalyst is C(OCC)C. The product is [ClH:19].[NH2:12][CH2:11][C:4]1([CH2:7][C:8]([O:10][CH2:15][CH:14]=[CH2:13])=[O:9])[CH2:3][CH2:2][CH2:1][CH2:6][CH2:5]1. The yield is 0.880. (3) The reactants are [N+]([O-])(O)=O.OS(O)(=O)=O.[CH3:10][C:11]1C=C(C=CC=1)C(O)=O.CC1C([N+]([O-])=O)=C(C([N+]([O-])=O)=CC=1)C(O)=O.[CH3:36][C:37]1[C:38]([N+:49]([O-:51])=[O:50])=[CH:39][C:40]([N+:46]([O-:48])=[O:47])=[C:41]([CH:45]=1)[C:42]([OH:44])=[O:43].O=S(Cl)Cl. The catalyst is CCO. The product is [CH2:10]([O:43][C:42](=[O:44])[C:41]1[CH:45]=[C:37]([CH3:36])[C:38]([N+:49]([O-:51])=[O:50])=[CH:39][C:40]=1[N+:46]([O-:48])=[O:47])[CH3:11]. The yield is 0.200. (4) The yield is 0.690. The product is [OH:1][C:2]1[CH:3]=[CH:4][C:5]([CH2:8][CH2:9][C:10]([NH:13][C@H:14]2[CH2:15][CH2:16][C@H:17]([C:20]3[CH:25]=[CH:24][CH:23]=[CH:22][CH:21]=3)[CH2:18][CH2:19]2)=[O:12])=[CH:6][CH:7]=1. The reactants are [OH:1][C:2]1[CH:7]=[CH:6][C:5]([CH2:8][CH2:9][C:10]([OH:12])=O)=[CH:4][CH:3]=1.[NH2:13][C@H:14]1[CH2:19][CH2:18][C@H:17]([C:20]2[CH:25]=[CH:24][CH:23]=[CH:22][CH:21]=2)[CH2:16][CH2:15]1.C(Cl)CCl.C1C=CC2N(O)N=NC=2C=1. The catalyst is CN(C=O)C.